From a dataset of Reaction yield outcomes from USPTO patents with 853,638 reactions. Predict the reaction yield, written as a fraction of the theoretical maximum amount of product (1.0 means a 100% yield; for example, 0.34 means a 34% yield). (1) The reactants are [C:1](=[O:6])(OC)[O:2][CH3:3].[CH3:7][N:8]1[CH2:12][CH2:11][CH2:10][CH:9]1[C:13]1[CH:18]([Si](C)(C)C)[CH:17]=[CH:16][N:15]([Si](C)(C)C)[CH:14]=1.CCCC[N+](CCCC)(CCCC)CCCC.[F-]. The catalyst is C1COCC1. The product is [CH3:3][O:2][C:1]([N:15]1[CH:16]=[CH:17][CH2:18][C:13]([CH:9]2[CH2:10][CH2:11][CH2:12][N:8]2[CH3:7])=[CH:14]1)=[O:6]. The yield is 0.910. (2) The yield is 0.750. The reactants are [N:1]1[CH:6]=[CH:5][CH:4]=[C:3]([C:7]2[CH:15]=[C:14]3[C:10]([CH2:11][C:12](=[O:16])[NH:13]3)=[CH:9][CH:8]=2)[CH:2]=1.[CH3:17][N:18]([CH3:34])[CH2:19][CH2:20][CH2:21][NH:22][C:23]([C:25]1[C:29]([CH3:30])=[C:28]([CH:31]=O)[NH:27][C:26]=1[CH3:33])=[O:24]. The product is [CH3:34][N:18]([CH3:17])[CH2:19][CH2:20][CH2:21][NH:22][C:23]([C:25]1[C:29]([CH3:30])=[C:28]([CH:31]=[C:11]2[C:10]3[C:14](=[CH:15][C:7]([C:3]4[CH:2]=[N:1][CH:6]=[CH:5][CH:4]=4)=[CH:8][CH:9]=3)[NH:13][C:12]2=[O:16])[NH:27][C:26]=1[CH3:33])=[O:24]. No catalyst specified. (3) The reactants are C([O-])([O-])=O.[Cs+].[Cs+].Cl[C:8]1[CH:9]=[CH:10][C:11]([N+:15]([O-:17])=[O:16])=[C:12](F)[CH:13]=1.[OH:18][C:19]1[CH:28]=[CH:27][CH:26]=[CH:25][C:20]=1[C:21]([O:23][CH3:24])=[O:22].C(Cl)[Cl:30]. The catalyst is CN(C=O)C. The product is [CH3:24][O:23][C:21](=[O:22])[C:20]1[CH:25]=[CH:26][CH:27]=[CH:28][C:19]=1[O:18][C:10]1[CH:9]=[CH:8][CH:13]=[C:12]([Cl:30])[C:11]=1[N+:15]([O-:17])=[O:16]. The yield is 0.820. (4) The reactants are O.C1(C)C=CC(S(O)(=O)=O)=CC=1.[CH2:13]([O:15][C:16](=[O:37])[CH2:17][O:18][CH2:19]/[CH:20]=[CH:21]\[CH2:22][N:23]1[C:28](=[O:29])[CH2:27][CH2:26][CH2:25][C@@H:24]1[CH2:30][O:31]C(OCC)C)C. The catalyst is CO. The product is [CH3:13][O:15][C:16](=[O:37])[CH2:17][O:18][CH2:19]/[CH:20]=[CH:21]\[CH2:22][N:23]1[C:28](=[O:29])[CH2:27][CH2:26][CH2:25][C@@H:24]1[CH2:30][OH:31]. The yield is 0.640.